From a dataset of Forward reaction prediction with 1.9M reactions from USPTO patents (1976-2016). Predict the product of the given reaction. (1) Given the reactants [F:1][C:2]1[C:11]2[C:6](=[C:7]([O:14]C)[CH:8]=[CH:9][C:10]=2[O:12]C)[C:5]([F:16])=[C:4]([F:17])[C:3]=1[F:18].[F:19][C:20]1[C:28]([F:29])=[C:27]([F:30])[C:26]([F:31])=[C:25]2[C:21]=1[C:22](=[O:33])O[C:24]2=[O:32], predict the reaction product. The product is: [F:31][C:26]1[C:25]2[C:24](=[O:32])[C:9]3[C:8](=[C:7]([OH:14])[C:6]4[C:11]([C:10]=3[OH:12])=[C:2]([F:1])[C:3]([F:18])=[C:4]([F:17])[C:5]=4[F:16])[C:22](=[O:33])[C:21]=2[C:20]([F:19])=[C:28]([F:29])[C:27]=1[F:30]. (2) Given the reactants [CH2:1]([O:3][C:4]([C:6]1[C:14]2[C:9](=[CH:10][CH:11]=[C:12]([O:15][C:16]3[C:21]([C:22](=[O:24])[NH2:23])=[CH:20][CH:19]=[CH:18][N:17]=3)[CH:13]=2)[N:8]([C:25]2[CH:30]=[CH:29][C:28]([O:31][C:32]([F:35])([F:34])[F:33])=[CH:27][CH:26]=2)[C:7]=1[CH2:36][C:37]([O:39]CC)=[O:38])=[O:5])[CH3:2].[OH-].[Na+].CCO, predict the reaction product. The product is: [CH2:1]([O:3][C:4]([C:6]1[C:14]2[C:9](=[CH:10][CH:11]=[C:12]([O:15][C:16]3[C:21]([C:22](=[O:24])[NH2:23])=[CH:20][CH:19]=[CH:18][N:17]=3)[CH:13]=2)[N:8]([C:25]2[CH:30]=[CH:29][C:28]([O:31][C:32]([F:35])([F:34])[F:33])=[CH:27][CH:26]=2)[C:7]=1[CH2:36][C:37]([OH:39])=[O:38])=[O:5])[CH3:2]. (3) Given the reactants [CH2:1]([O:8][CH2:9][N:10]1[C:18]2[C:17]([NH2:19])=[N:16][C:15]([CH2:20][CH2:21][CH2:22][CH3:23])=[N:14][C:13]=2[C:12]([C:24]#[C:25][CH2:26][CH2:27][CH2:28][CH2:29][N:30]2[CH2:34][CH2:33][C@@H:32]([F:35])[CH2:31]2)=[CH:11]1)[C:2]1[CH:7]=[CH:6][CH:5]=[CH:4][CH:3]=1.C(OCN1C2C(N)=NC(CCCC)=NC=2C(C#CCCCCCl)=C1)C1C=CC=CC=1.Cl.F[C@H]1CCNC1, predict the reaction product. The product is: [CH2:1]([O:8][CH2:9][N:10]1[C:18]2[C:17]([NH2:19])=[N:16][C:15]([CH2:20][CH2:21][CH2:22][CH3:23])=[N:14][C:13]=2[C:12]([C:24]#[C:25][CH2:26][CH2:27][CH2:28][CH2:29][N:30]2[CH2:34][CH2:33][C@H:32]([F:35])[CH2:31]2)=[CH:11]1)[C:2]1[CH:3]=[CH:4][CH:5]=[CH:6][CH:7]=1.